Dataset: Full USPTO retrosynthesis dataset with 1.9M reactions from patents (1976-2016). Task: Predict the reactants needed to synthesize the given product. Given the product [F:24][C:21]1[CH:22]=[CH:23][C:18](/[CH:17]=[CH:16]/[CH2:15][O:1][C:2]2[CH:7]=[C:6]([CH3:8])[C:5]([NH:9][CH:10]=[O:11])=[C:4]([CH3:12])[C:3]=2[CH3:13])=[CH:19][CH:20]=1, predict the reactants needed to synthesize it. The reactants are: [OH:1][C:2]1[CH:7]=[C:6]([CH3:8])[C:5]([NH:9][CH:10]=[O:11])=[C:4]([CH3:12])[C:3]=1[CH3:13].Br[CH2:15]/[CH:16]=[CH:17]/[C:18]1[CH:23]=[CH:22][C:21]([F:24])=[CH:20][CH:19]=1.